The task is: Predict the reaction yield, written as a fraction of the theoretical maximum amount of product (1.0 means a 100% yield; for example, 0.34 means a 34% yield).. This data is from Reaction yield outcomes from USPTO patents with 853,638 reactions. (1) The reactants are [Li]CCCC.[Br:6][C:7]1[CH:12]=[CH:11][C:10](Br)=[CH:9][N:8]=1.[CH3:14][C:15](N(C)C)=[O:16].Cl. The catalyst is CCOCC. The product is [Br:6][C:7]1[N:8]=[CH:9][C:10]([C:15](=[O:16])[CH3:14])=[CH:11][CH:12]=1. The yield is 0.570. (2) The reactants are ClC[CH2:3][CH2:4][N:5]1[CH2:10][CH2:9][O:8][CH2:7][CH2:6]1.[Br:11][C:12]1[CH:17]=[CH:16][C:15]([OH:18])=[CH:14][CH:13]=1.C(=O)([O-])[O-].[K+].[K+].CN(C=O)C. The catalyst is O. The product is [Br:11][C:12]1[CH:17]=[CH:16][C:15]([O:18][CH2:3][CH2:4][N:5]2[CH2:10][CH2:9][O:8][CH2:7][CH2:6]2)=[CH:14][CH:13]=1. The yield is 0.994. (3) The reactants are [F:1][C:2]1[CH:3]=[C:4]([C:10]2[N:11]=[C:12]([CH3:26])[C:13]3[C:18]([S:19][CH2:20][CH2:21][C:22]([O:24][CH3:25])=[O:23])=[CH:17][NH:16][C:14]=3[N:15]=2)[CH:5]=[CH:6][C:7]=1[O:8][CH3:9].[O-]P([O-])([O-])=O.[K+].[K+].[K+].I[C:36]1[CH:37]=[C:38]([CH:46]=[CH:47][CH:48]=1)[O:39][CH2:40][C:41]([N:43]([CH3:45])[CH3:44])=[O:42].CN[C@@H]1CCCC[C@H]1NC. The catalyst is CS(C)=O.[Cu]I. The product is [CH3:44][N:43]([CH3:45])[C:41](=[O:42])[CH2:40][O:39][C:38]1[CH:37]=[C:36]([N:16]2[C:14]3[N:15]=[C:10]([C:4]4[CH:5]=[CH:6][C:7]([O:8][CH3:9])=[C:2]([F:1])[CH:3]=4)[N:11]=[C:12]([CH3:26])[C:13]=3[C:18]([S:19][CH2:20][CH2:21][C:22]([O:24][CH3:25])=[O:23])=[CH:17]2)[CH:48]=[CH:47][CH:46]=1. The yield is 0.544.